From a dataset of NCI-60 drug combinations with 297,098 pairs across 59 cell lines. Regression. Given two drug SMILES strings and cell line genomic features, predict the synergy score measuring deviation from expected non-interaction effect. (1) Cell line: TK-10. Drug 1: CC(CN1CC(=O)NC(=O)C1)N2CC(=O)NC(=O)C2. Drug 2: CC12CCC3C(C1CCC2O)C(CC4=C3C=CC(=C4)O)CCCCCCCCCS(=O)CCCC(C(F)(F)F)(F)F. Synergy scores: CSS=9.35, Synergy_ZIP=-4.52, Synergy_Bliss=-5.21, Synergy_Loewe=-3.96, Synergy_HSA=-3.90. (2) Drug 1: C1CN(CCN1C(=O)CCBr)C(=O)CCBr. Drug 2: C1CC(=O)NC(=O)C1N2C(=O)C3=CC=CC=C3C2=O. Cell line: COLO 205. Synergy scores: CSS=33.3, Synergy_ZIP=-0.945, Synergy_Bliss=-6.61, Synergy_Loewe=-10.1, Synergy_HSA=-8.54. (3) Drug 1: CCC1(CC2CC(C3=C(CCN(C2)C1)C4=CC=CC=C4N3)(C5=C(C=C6C(=C5)C78CCN9C7C(C=CC9)(C(C(C8N6C)(C(=O)OC)O)OC(=O)C)CC)OC)C(=O)OC)O.OS(=O)(=O)O. Drug 2: CCC1=C2CN3C(=CC4=C(C3=O)COC(=O)C4(CC)O)C2=NC5=C1C=C(C=C5)O. Cell line: NCI-H460. Synergy scores: CSS=28.9, Synergy_ZIP=5.10, Synergy_Bliss=3.42, Synergy_Loewe=-24.6, Synergy_HSA=4.50. (4) Drug 1: CN1C2=C(C=C(C=C2)N(CCCl)CCCl)N=C1CCCC(=O)O.Cl. Drug 2: CC1C(C(CC(O1)OC2CC(CC3=C2C(=C4C(=C3O)C(=O)C5=CC=CC=C5C4=O)O)(C(=O)C)O)N)O. Cell line: LOX IMVI. Synergy scores: CSS=46.9, Synergy_ZIP=-0.00717, Synergy_Bliss=1.36, Synergy_Loewe=-27.6, Synergy_HSA=3.57. (5) Drug 1: CS(=O)(=O)C1=CC(=C(C=C1)C(=O)NC2=CC(=C(C=C2)Cl)C3=CC=CC=N3)Cl. Synergy scores: CSS=19.3, Synergy_ZIP=-4.07, Synergy_Bliss=4.36, Synergy_Loewe=-18.3, Synergy_HSA=-1.61. Drug 2: CC1OCC2C(O1)C(C(C(O2)OC3C4COC(=O)C4C(C5=CC6=C(C=C35)OCO6)C7=CC(=C(C(=C7)OC)O)OC)O)O. Cell line: SK-MEL-28. (6) Drug 1: C1=CN(C(=O)N=C1N)C2C(C(C(O2)CO)O)O.Cl. Drug 2: CC1CCC2CC(C(=CC=CC=CC(CC(C(=O)C(C(C(=CC(C(=O)CC(OC(=O)C3CCCCN3C(=O)C(=O)C1(O2)O)C(C)CC4CCC(C(C4)OC)O)C)C)O)OC)C)C)C)OC. Cell line: 786-0. Synergy scores: CSS=39.4, Synergy_ZIP=2.12, Synergy_Bliss=3.04, Synergy_Loewe=-14.5, Synergy_HSA=4.72. (7) Drug 1: CC1=C(C=C(C=C1)NC2=NC=CC(=N2)N(C)C3=CC4=NN(C(=C4C=C3)C)C)S(=O)(=O)N.Cl. Drug 2: CC12CCC3C(C1CCC2=O)CC(=C)C4=CC(=O)C=CC34C. Cell line: SF-295. Synergy scores: CSS=43.7, Synergy_ZIP=1.46, Synergy_Bliss=-3.01, Synergy_Loewe=-2.18, Synergy_HSA=-2.30. (8) Drug 1: C1CN1P(=S)(N2CC2)N3CC3. Drug 2: CC1=C(C(CCC1)(C)C)C=CC(=CC=CC(=CC(=O)O)C)C. Cell line: A498. Synergy scores: CSS=6.19, Synergy_ZIP=-4.48, Synergy_Bliss=-4.33, Synergy_Loewe=-6.55, Synergy_HSA=-3.91.